Dataset: Reaction yield outcomes from USPTO patents with 853,638 reactions. Task: Predict the reaction yield, written as a fraction of the theoretical maximum amount of product (1.0 means a 100% yield; for example, 0.34 means a 34% yield). The reactants are [F:1][C:2]1[CH:9]=[C:8]([N+:10]([O-])=O)[C:5]([NH:6][CH3:7])=[C:4]([N+:13]([O-])=O)[CH:3]=1.C1CCCCC=1.C(=O)([O-])[O-].[Na+].[Na+].[N:28]([C:31]1[C:36]([CH3:37])=[CH:35][C:34]([CH3:38])=[CH:33][C:32]=1[CH3:39])=[C:29]=[S:30]. The catalyst is C(O)C.[Pd]. The product is [NH2:10][C:8]1[C:5]([NH:6][CH3:7])=[C:4]([NH:13][C:29]([NH:28][C:31]2[C:32]([CH3:39])=[CH:33][C:34]([CH3:38])=[CH:35][C:36]=2[CH3:37])=[S:30])[CH:3]=[C:2]([F:1])[CH:9]=1. The yield is 0.320.